From a dataset of Peptide-MHC class I binding affinity with 185,985 pairs from IEDB/IMGT. Regression. Given a peptide amino acid sequence and an MHC pseudo amino acid sequence, predict their binding affinity value. This is MHC class I binding data. (1) The binding affinity (normalized) is 0.0847. The peptide sequence is AEALLADGL. The MHC is HLA-A11:01 with pseudo-sequence HLA-A11:01. (2) The peptide sequence is RLCRFRKSK. The MHC is HLA-A03:01 with pseudo-sequence HLA-A03:01. The binding affinity (normalized) is 0.557. (3) The binding affinity (normalized) is 0.0847. The peptide sequence is KRFNITVSK. The MHC is HLA-B15:17 with pseudo-sequence HLA-B15:17.